Dataset: Catalyst prediction with 721,799 reactions and 888 catalyst types from USPTO. Task: Predict which catalyst facilitates the given reaction. (1) Reactant: [N+:1]([C:4]1[CH:5]=[C:6]([S:18]([NH2:21])(=[O:20])=[O:19])[CH:7]=[CH:8][C:9]=1[O:10][CH2:11][CH:12]1[CH2:17][CH2:16][NH:15][CH2:14][CH2:13]1)([O-:3])=[O:2].[C:22]1(=[O:26])[CH2:25][CH2:24]C1.C([BH3-])#N.[Na+]. Product: [N+:1]([C:4]1[CH:5]=[C:6]([S:18]([NH2:21])(=[O:19])=[O:20])[CH:7]=[CH:8][C:9]=1[O:10][CH2:11][CH:12]1[CH2:13][CH2:14][N:15]([CH:25]2[CH2:22][O:26][CH2:24]2)[CH2:16][CH2:17]1)([O-:3])=[O:2]. The catalyst class is: 5. (2) Reactant: C(OC(=O)[NH:10][CH2:11][CH2:12][CH2:13][CH2:14][C@H:15]([NH:24][C:25]([CH:27]1[CH2:31][CH2:30][CH2:29][CH2:28]1)=[O:26])[C:16](=[O:23])[C:17]1[CH:22]=[CH:21][CH:20]=[CH:19][N:18]=1)C1C=CC=CC=1.Br.CC(O)=O. Product: [NH2:10][CH2:11][CH2:12][CH2:13][CH2:14][C@H:15]([NH:24][C:25]([CH:27]1[CH2:31][CH2:30][CH2:29][CH2:28]1)=[O:26])[C:16]([C:17]1[CH:22]=[CH:21][CH:20]=[CH:19][N:18]=1)=[O:23]. The catalyst class is: 52. (3) Reactant: [C:1]([O:5][C:6]([N:8]1[CH2:15][C@H:14]2[C@H:10]([C:11]([C:16]3C=N[C:19](OC)=[CH:20][CH:21]=3)=[N:12][O:13]2)[CH2:9]1)=[O:7])([CH3:4])([CH3:3])[CH3:2].O[N:25]=[C:26](Cl)C1C=CC=CN=1. The catalyst class is: 100. Product: [C:1]([O:5][C:6]([N:8]1[CH2:15][C@H:14]2[C@H:10]([C:11]([C:16]3[CH:21]=[CH:20][CH:19]=[CH:26][N:25]=3)=[N:12][O:13]2)[CH2:9]1)=[O:7])([CH3:2])([CH3:3])[CH3:4]. (4) Reactant: [H-].[Na+].O[C:4]1([CH3:14])[CH:13]=[CH:12][C:11]2[C:6](=[CH:7][CH:8]=[CH:9][CH:10]=2)[NH:5]1.[Cl:15][C:16]1[CH:21]=[C:20](Cl)[N:19]=[CH:18][N:17]=1.[OH2:23]. Product: [Cl:15][C:16]1[N:17]=[CH:18][N:19]=[C:20]([O:23][C:12]2[C:11]3[C:6](=[CH:7][CH:8]=[CH:9][CH:10]=3)[N:5]=[C:4]([CH3:14])[CH:13]=2)[CH:21]=1. The catalyst class is: 3. (5) Reactant: C(Cl)(=O)C(Cl)=O.CS(C)=O.[OH:11][CH2:12][CH2:13][CH2:14][NH:15][C:16]([C:18]1[NH:19][CH:20]=[CH:21][CH:22]=1)=[O:17].C(N(CC)CC)C. Product: [O:11]=[CH:12][CH2:13][CH2:14][NH:15][C:16]([C:18]1[NH:19][CH:20]=[CH:21][CH:22]=1)=[O:17]. The catalyst class is: 34.